This data is from Catalyst prediction with 721,799 reactions and 888 catalyst types from USPTO. The task is: Predict which catalyst facilitates the given reaction. Reactant: [Br:1][C:2]1[C:3]([CH3:11])=[C:4]([CH:8]=[CH:9][CH:10]=1)[C:5]([OH:7])=[O:6].[C:12](=O)([O-])[O-].[Cs+].[Cs+].IC.C(OCC)(=O)C. Product: [Br:1][C:2]1[C:3]([CH3:11])=[C:4]([CH:8]=[CH:9][CH:10]=1)[C:5]([O:7][CH3:12])=[O:6]. The catalyst class is: 3.